Dataset: Forward reaction prediction with 1.9M reactions from USPTO patents (1976-2016). Task: Predict the product of the given reaction. (1) Given the reactants O1CCCC1.[CH:6]1([CH2:9][O:10][C:11]2[CH:12]=[C:13]([CH2:17][C:18](Cl)=[N:19][OH:20])[CH:14]=[CH:15][CH:16]=2)[CH2:8][CH2:7]1.[C:22]([C:24]1[C:25]([NH2:30])=[N:26][CH:27]=[CH:28][CH:29]=1)#[CH:23].C(N(CC)CC)C, predict the reaction product. The product is: [CH:6]1([CH2:9][O:10][C:11]2[CH:12]=[C:13]([CH:14]=[CH:15][CH:16]=2)[CH2:17][C:18]2[CH:23]=[C:22]([C:24]3[C:25]([NH2:30])=[N:26][CH:27]=[CH:28][CH:29]=3)[O:20][N:19]=2)[CH2:8][CH2:7]1. (2) Given the reactants [O:1]1[C:5]2[CH:6]=[CH:7][CH:8]=[C:9]([C:10]([CH3:30])([CH3:29])[CH2:11][C:12](=[O:28])[C:13]([NH:15][C:16]3[CH:17]=[CH:18][C:19]4[C:24](=[O:25])[O:23][N:22]=[C:21]([CH3:26])[C:20]=4[CH:27]=3)=[O:14])[C:4]=2[O:3][CH2:2]1.[F:31][C:32]([Si](C)(C)C)([F:34])[F:33].C(=O)([O-])[O-].[Cs+].[Cs+].[F-].C([N+](CCCC)(CCCC)CCCC)CCC, predict the reaction product. The product is: [O:1]1[C:5]2[CH:6]=[CH:7][CH:8]=[C:9]([C:10]([CH3:30])([CH3:29])[CH2:11][C:12]([OH:28])([C:32]([F:34])([F:33])[F:31])[C:13]([NH:15][C:16]3[CH:17]=[CH:18][C:19]4[C:24](=[O:25])[O:23][N:22]=[C:21]([CH3:26])[C:20]=4[CH:27]=3)=[O:14])[C:4]=2[O:3][CH2:2]1. (3) Given the reactants [Cl:1][C:2]1[CH:7]=[CH:6][CH:5]=[CH:4][C:3]=1[CH2:8][CH2:9][NH2:10].C(N(CC)CC)C.[C:18](O[C:18]([O:20][C:21]([CH3:24])([CH3:23])[CH3:22])=[O:19])([O:20][C:21]([CH3:24])([CH3:23])[CH3:22])=[O:19], predict the reaction product. The product is: [C:21]([O:20][C:18](=[O:19])[NH:10][CH2:9][CH2:8][C:3]1[CH:4]=[CH:5][CH:6]=[CH:7][C:2]=1[Cl:1])([CH3:24])([CH3:23])[CH3:22]. (4) Given the reactants [CH3:1][O:2][C:3]1[CH:10]=[CH:9][CH:8]=[C:7]([O:11][CH3:12])[C:4]=1[CH:5]=[O:6].[C:13]([NH2:17])(=[O:16])[CH2:14]O, predict the reaction product. The product is: [CH3:12][O:11][C:7]1[CH:8]=[CH:9][CH:10]=[C:3]([O:2][CH3:1])[C:4]=1[CH:5]1[NH:17][C:13](=[O:16])[CH2:14][O:6]1. (5) Given the reactants [CH3:1][O:2][C:3]1[N:8]=[CH:7][C:6]([CH:9]=[CH:10][CH2:11][NH:12][C:13](=[O:21])[C:14]2[CH:19]=[CH:18][CH:17]=[CH:16][C:15]=2I)=[CH:5][CH:4]=1, predict the reaction product. The product is: [CH3:1][O:2][C:3]1[N:8]=[CH:7][C:6]([CH2:9][C:10]2[C:19]3[C:14](=[CH:15][CH:16]=[CH:17][CH:18]=3)[C:13](=[O:21])[NH:12][CH:11]=2)=[CH:5][CH:4]=1. (6) Given the reactants [C:1]1([C:7]2[NH:8][C:9](=[O:18])[N:10]([CH:12]3[CH2:17][CH2:16][NH:15][CH2:14][CH2:13]3)[N:11]=2)[CH:6]=[CH:5][CH:4]=[CH:3][CH:2]=1.Cl[C:20]1[N:25]=[CH:24][N:23]=[C:22]([C:26]([C:28]2[CH:37]=[C:36]([CH3:38])[C:31]3[NH:32][C:33](=[O:35])[O:34][C:30]=3[CH:29]=2)=[O:27])[CH:21]=1.CCN(C(C)C)C(C)C, predict the reaction product. The product is: [CH3:38][C:36]1[C:31]2[NH:32][C:33](=[O:35])[O:34][C:30]=2[CH:29]=[C:28]([C:26]([C:22]2[CH:21]=[C:20]([N:15]3[CH2:14][CH2:13][CH:12]([N:10]4[C:9](=[O:18])[NH:8][C:7]([C:1]5[CH:2]=[CH:3][CH:4]=[CH:5][CH:6]=5)=[N:11]4)[CH2:17][CH2:16]3)[N:25]=[CH:24][N:23]=2)=[O:27])[CH:37]=1. (7) Given the reactants [CH:1]([N:4]1[C:9](=[O:10])[CH:8]=[CH:7][C:6]([CH2:11][C:12](=[O:19])[C:13]2[CH:18]=[CH:17][CH:16]=[CH:15][CH:14]=2)=[N:5]1)([CH3:3])[CH3:2].S(Cl)([Cl:23])(=O)=O, predict the reaction product. The product is: [Cl:23][CH:11]([C:6]1[CH:7]=[CH:8][C:9](=[O:10])[N:4]([CH:1]([CH3:3])[CH3:2])[N:5]=1)[C:12](=[O:19])[C:13]1[CH:14]=[CH:15][CH:16]=[CH:17][CH:18]=1.